Dataset: Drug-target binding data from BindingDB using IC50 measurements. Task: Regression. Given a target protein amino acid sequence and a drug SMILES string, predict the binding affinity score between them. We predict pIC50 (pIC50 = -log10(IC50 in M); higher means more potent). Dataset: bindingdb_ic50. (1) The compound is O=C(NCc1ccccc1)Nc1ccc2[nH]ncc2c1. The target protein sequence is MSRPPPTGKMPGAPETAPGDGAGASRQRKLEALIRDPRSPINVESLLDGLNSLVLDLDFPALRKNKNIDNFLNRYEKIVKKIRGLQMKAEDYDVVKVIGRGAFGEVQLVRHKASQKVYAMKLLSKFEMIKRSDSAFFWEERDIMAFANSPWVVQLFYAFQDDRYLYMVMEYMPGGDLVNLMSNYDVPEKWAKFYTAEVVLALDAIHSMGLIHRDVKPDNMLLDKHGHLKLADFGTCMKMDETGMVHCDTAVGTPDYISPEVLKSQGGDGFYGRECDWWSVGVFLYEMLVGDTPFYADSLVGTYSKIMDHKNSLCFPEDAEISKHAKNLICAFLTDREVRLGRNGVEEIRQHPFFKNDQWHWDNIRETAAPVVPELSSDIDSSNFDDIEDDKGDVETFPIPKAFVGNQLPFIGFTYYRENLLLSDSPSCRETDSIQSRKNEESQEIQKKLYTLEEHLSNEMQAKEELEQKCKSVNTRLEKTAKELEEEITLRKSVESALRQ.... The pIC50 is 5.3. (2) The small molecule is O=C(CCc1ccccc1)N(Cc1nc2c(c(=O)[nH]1)COCC2)Cc1ccccc1F. The target protein sequence is APEDKEYQSVEEEMQSTIREHRDGGNAGGIFNRYNVIRIQKVVNKKLRERFCHRQKEVSEENHNHHNERMLFHGSPFINAIIHKGFDERHAYIGGMFGAGIYFAENSSKSNQYVYGIGGGTGCPTHKDRSCYICHRQMLFCRVTLGKSFLQFSTMKMAHAPPGHHSVIGRPSVNGLAYAEYVIYRGEQAYPEYLITYQIMKPEAPS. The pIC50 is 5.2. (3) The pIC50 is 6.0. The compound is Cc1nn(C)c(C)c1N[S+](=O)([O-])c1ccc(N2CCC(N(C)C)C2)nc1. The target protein sequence is MTDKAFTEHQFWSTQPVRQPGAPDADKVGFIMESSLDAVPAEPYSLPSTFEWWSPDVANPEDLRGVHELLRDNYVEDSESMFRFNYSEEFLRWALMPPGYHQSWHVGVRLKSNKSVLGFVAGVPITMRLGTPKMVLEKREHGEDGGEEVINDYLEPQTICEINFLCVHKKLRQRRLGPILIKEVTRRVNLMNIWHAVYTSGTLLPTPFAKGHYFHRSLNSQKLVDVKFSGIPPHYKRFQNPVAVMERLYRLPDKTKTRGLRLMEPADVPQVTQLLLKRLASFDVAPVFNEEEVAHYFLPREGVVFSYVVESPVGPGKDEENAGKASKGTPTGTKCVTGGCEKVITDFFSFYSLPSTIIGNSNHSLLKVAYVYYTAATSVSITQLVNDLLIIVKLNGFDVCNVVDIYDNGTYLKELKFSPGDGNLYYYFYNWSYPSIPANEVGLVMV.